From a dataset of Catalyst prediction with 721,799 reactions and 888 catalyst types from USPTO. Predict which catalyst facilitates the given reaction. (1) Product: [CH2:5]([N:12]1[C:13]([CH3:17])([CH3:16])[CH2:14][O:15][S:1]1=[O:2])[C:6]1[CH:11]=[CH:10][CH:9]=[CH:8][CH:7]=1. The catalyst class is: 4. Reactant: [S:1](Cl)(Cl)=[O:2].[CH2:5]([NH:12][C:13]([CH3:17])([CH3:16])[CH2:14][OH:15])[C:6]1[CH:11]=[CH:10][CH:9]=[CH:8][CH:7]=1.C(N(C(C)C)CC)(C)C. (2) The catalyst class is: 1. Product: [Br:1][C:2]1[CH:20]=[CH:19][C:5]2=[C:6]([CH2:15][CH2:16][OH:17])[CH:7]=[C:8]3[C:13]([C:12](=[O:14])[NH:11][CH:10]=[CH:9]3)=[C:4]2[CH:3]=1. Reactant: [Br:1][C:2]1[CH:20]=[CH:19][C:5]2=[C:6]([CH2:15][C:16](O)=[O:17])[CH:7]=[C:8]3[C:13]([C:12](=[O:14])[NH:11][CH:10]=[CH:9]3)=[C:4]2[CH:3]=1.O.[OH-].[Na+]. (3) Reactant: C[O:2][C:3](=[O:30])[C:4]([CH3:29])([NH:6][C:7]([C:9]1[CH:18]=[CH:17][C:16]2[C:11](=[CH:12][CH:13]=[CH:14][CH:15]=2)[C:10]=1[C:19]#[C:20][CH2:21][CH2:22][C:23]1[CH:28]=[CH:27][CH:26]=[CH:25][CH:24]=1)=[O:8])[CH3:5].[OH-].[Na+]. Product: [CH3:29][C:4]([NH:6][C:7]([C:9]1[CH:18]=[CH:17][C:16]2[C:11](=[CH:12][CH:13]=[CH:14][CH:15]=2)[C:10]=1[C:19]#[C:20][CH2:21][CH2:22][C:23]1[CH:24]=[CH:25][CH:26]=[CH:27][CH:28]=1)=[O:8])([CH3:5])[C:3]([OH:30])=[O:2]. The catalyst class is: 92.